From a dataset of Reaction yield outcomes from USPTO patents with 853,638 reactions. Predict the reaction yield, written as a fraction of the theoretical maximum amount of product (1.0 means a 100% yield; for example, 0.34 means a 34% yield). (1) The reactants are C([O:3][C:4](=[O:26])[CH2:5][C:6]1[CH:11]=[C:10]([Cl:12])[C:9]([NH:13][C:14]([C:16]2[C:24]3[C:19](=[CH:20][CH:21]=[CH:22][CH:23]=3)[NH:18][CH:17]=2)=[O:15])=[CH:8][C:7]=1[Cl:25])C.C1COCC1.[OH-].[Na+].Cl. The catalyst is C(O)C. The product is [Cl:25][C:7]1[CH:8]=[C:9]([NH:13][C:14]([C:16]2[C:24]3[C:19](=[CH:20][CH:21]=[CH:22][CH:23]=3)[NH:18][CH:17]=2)=[O:15])[C:10]([Cl:12])=[CH:11][C:6]=1[CH2:5][C:4]([OH:26])=[O:3]. The yield is 0.800. (2) The reactants are [F:1][C:2]1[CH:3]=[C:4]([NH:9][C:10]([C:12]2[C:13](=[O:25])[N:14]([C:19]3[CH:24]=[CH:23][CH:22]=[CH:21][CH:20]=3)[N:15]([CH3:18])[C:16]=2[CH3:17])=[O:11])[CH:5]=[CH:6][C:7]=1[OH:8].CC(C)([O-])C.[K+].Cl[C:33]1[CH:38]=[CH:37][N:36]=[C:35]([C:39]([NH2:41])=[O:40])[CH:34]=1. The catalyst is CN(C=O)C. The product is [CH3:18][N:15]1[C:16]([CH3:17])=[C:12]([C:10]([NH:9][C:4]2[CH:5]=[CH:6][C:7]([O:8][C:33]3[CH:38]=[CH:37][N:36]=[C:35]([C:39]([NH2:41])=[O:40])[CH:34]=3)=[C:2]([F:1])[CH:3]=2)=[O:11])[C:13](=[O:25])[N:14]1[C:19]1[CH:20]=[CH:21][CH:22]=[CH:23][CH:24]=1. The yield is 0.430. (3) The reactants are [CH3:1][S@:2](=[O:24])([C:18]1[CH:23]=[CH:22][CH:21]=[CH:20][CH:19]=1)=[N:3][C:4](=[O:17])[C:5]1[CH:10]=[C:9]([C:11]#[C:12][Si](C)(C)C)[CH:8]=[N:7][CH:6]=1.I[C:26]1[CH:27]=[C:28]([CH:32]=[CH:33][CH:34]=1)[C:29]([OH:31])=[O:30].C(N(CC)CC)C.[H][H].N#N.[F-].C([N+](CCCC)(CCCC)CCCC)CCC. The catalyst is CN(C=O)C.Cl[Pd](Cl)([P](C1C=CC=CC=1)(C1C=CC=CC=1)C1C=CC=CC=1)[P](C1C=CC=CC=1)(C1C=CC=CC=1)C1C=CC=CC=1.[Cu]I.C1(P(C2C=CC=CC=2)C2C=CC=CC=2)C=CC=CC=1. The product is [CH3:1][S@:2](=[N:3][C:4]([C:5]1[CH:10]=[C:9]([C:11]#[C:12][C:26]2[CH:27]=[C:28]([CH:32]=[CH:33][CH:34]=2)[C:29]([OH:31])=[O:30])[CH:8]=[N:7][CH:6]=1)=[O:17])(=[O:24])[C:18]1[CH:23]=[CH:22][CH:21]=[CH:20][CH:19]=1. The yield is 0.740. (4) The reactants are [OH:1][C:2]1[CH:3]=[C:4]2[C:8](=[CH:9][CH:10]=1)[NH:7][C:6]([C:11]([OH:13])=[O:12])=[CH:5]2.[C:14]([Si:18]([CH3:21])([CH3:20])Cl)([CH3:17])([CH3:16])[CH3:15].N1[CH:26]=[CH:25]N=C1.[Cl-].[NH4+]. The catalyst is CN(C)C=O. The product is [CH2:25]([O:12][C:11]([C:6]1[NH:7][C:8]2[C:4]([CH:5]=1)=[CH:3][C:2]([O:1][Si:18]([C:14]([CH3:17])([CH3:16])[CH3:15])([CH3:21])[CH3:20])=[CH:10][CH:9]=2)=[O:13])[CH3:26]. The yield is 0.985. (5) The reactants are [NH:1]1[CH:5]=[C:4]([C:6]2[CH:11]=[CH:10][N:9]=[C:8]([NH:12][C:13]3[N:18]=[C:17]([C:19]4[S:23][C:22]([C:24]5([OH:38])[CH2:33][CH2:32][CH2:31][C:30]6[CH:29]=[C:28]([C:34]([O:36]C)=[O:35])[CH:27]=[CH:26][C:25]5=6)=[N:21][CH:20]=4)[CH:16]=[C:15]([CH3:39])[CH:14]=3)[CH:7]=2)[CH:3]=[N:2]1.[OH-].[Na+]. The catalyst is CO.O. The product is [OH:38][C@:24]1([C:22]2[S:23][C:19]([C:17]3[CH:16]=[C:15]([CH3:39])[CH:14]=[C:13]([NH:12][C:8]4[CH:7]=[C:6]([C:4]5[CH:3]=[N:2][NH:1][CH:5]=5)[CH:11]=[CH:10][N:9]=4)[N:18]=3)=[CH:20][N:21]=2)[CH2:33][CH2:32][CH2:31][C:30]2[CH:29]=[C:28]([C:34]([OH:36])=[O:35])[CH:27]=[CH:26][C:25]1=2. The yield is 0.613. (6) The reactants are [CH2:1]([CH2:3][NH2:4])[OH:2].[C:5](OCC)(=[O:9])[C:6]([CH3:8])=[O:7]. No catalyst specified. The product is [OH:2][CH2:1][CH2:3][NH:4][C:5](=[O:9])[C:6](=[O:7])[CH3:8]. The yield is 0.0900. (7) The reactants are [F:1][C:2]([F:7])([F:6])[C:3]([OH:5])=[O:4].[CH2:8]([NH:10][CH2:11][C:12]1[CH:13]=[C:14]([C:19]2[CH:20]=[C:21]3[C:25](=[C:26]([C:28]([NH2:30])=[O:29])[CH:27]=2)[NH:24][CH:23]=[C:22]3[CH:31]2[CH2:36][CH2:35][N:34]([S:37]([CH2:40][CH3:41])(=[O:39])=[O:38])[CH2:33][CH2:32]2)[CH:15]=[CH:16][C:17]=1[F:18])[CH3:9].[CH2:42](N)[CH3:43]. No catalyst specified. The product is [F:1][C:2]([F:7])([F:6])[C:3]([OH:5])=[O:4].[CH:8]1([NH:10][CH2:11][C:12]2[CH:13]=[C:14]([C:19]3[CH:20]=[C:21]4[C:25](=[C:26]([C:28]([NH2:30])=[O:29])[CH:27]=3)[NH:24][CH:23]=[C:22]4[CH:31]3[CH2:32][CH2:33][N:34]([S:37]([CH2:40][CH3:41])(=[O:39])=[O:38])[CH2:35][CH2:36]3)[CH:15]=[CH:16][C:17]=2[F:18])[CH2:43][CH2:42][CH2:9]1. The yield is 0.420.